This data is from Peptide-MHC class I binding affinity with 185,985 pairs from IEDB/IMGT. The task is: Regression. Given a peptide amino acid sequence and an MHC pseudo amino acid sequence, predict their binding affinity value. This is MHC class I binding data. (1) The peptide sequence is SRLGIVVLR. The MHC is HLA-B07:02 with pseudo-sequence HLA-B07:02. The binding affinity (normalized) is 0.0847. (2) The peptide sequence is AWRTIMAVLF. The MHC is HLA-A23:01 with pseudo-sequence HLA-A23:01. The binding affinity (normalized) is 0.636. (3) The peptide sequence is SILNNPVDT. The MHC is HLA-A02:03 with pseudo-sequence HLA-A02:03. The binding affinity (normalized) is 0.0453. (4) The peptide sequence is IMTGDTPINI. The MHC is Mamu-A11 with pseudo-sequence Mamu-A11. The binding affinity (normalized) is 0.166. (5) The peptide sequence is NDIQKLVGV. The MHC is Mamu-B01 with pseudo-sequence Mamu-B01. The binding affinity (normalized) is 0. (6) The peptide sequence is RTMSYKLAI. The MHC is Mamu-A2201 with pseudo-sequence Mamu-A2201. The binding affinity (normalized) is 0.0294. (7) The peptide sequence is NTTYDFLAR. The MHC is HLA-A03:01 with pseudo-sequence HLA-A03:01. The binding affinity (normalized) is 0.538. (8) The peptide sequence is VHFRNQVKI. The MHC is HLA-B58:01 with pseudo-sequence HLA-B58:01. The binding affinity (normalized) is 0.0847.